This data is from Full USPTO retrosynthesis dataset with 1.9M reactions from patents (1976-2016). The task is: Predict the reactants needed to synthesize the given product. (1) The reactants are: [C@H:1]1([NH:10][C:11]2[CH:20]=[CH:19][C:18]3[C:17]([NH2:21])=[CH:16][CH:15]=[CH:14][C:13]=3[N:12]=2)[C:9]2[C:4](=[CH:5][CH:6]=[CH:7][CH:8]=2)[CH2:3][CH2:2]1.C(N(CC)CC)C.ClC(Cl)(O[C:33](=[O:39])OC(Cl)(Cl)Cl)Cl.[CH3:41][N:42]1[CH2:47][CH2:46][NH:45][CH2:44][CH2:43]1. Given the product [C@H:1]1([NH:10][C:11]2[CH:20]=[CH:19][C:18]3[C:13](=[CH:14][CH:15]=[CH:16][C:17]=3[NH:21][C:33]([N:45]3[CH2:46][CH2:47][N:42]([CH3:41])[CH2:43][CH2:44]3)=[O:39])[N:12]=2)[C:9]2[C:4](=[CH:5][CH:6]=[CH:7][CH:8]=2)[CH2:3][CH2:2]1, predict the reactants needed to synthesize it. (2) The reactants are: [CH3:1][N:2]1[CH2:7][CH2:6][O:5][C:4]2[CH:8]=[CH:9][C:10]([OH:12])=[CH:11][C:3]1=2.O1C2C(=CC=C(O)C=2)CCC1.[O:24]1[CH2:28][CH2:27][CH2:26][C@@H:25]1[CH2:29][N:30]1[C:38]2[C:33](=[CH:34][CH:35]=[CH:36][CH:37]=2)[C:32](=[O:39])[C:31]1=[O:40].C1(C(C2C=CC=CC=2)N2C3C(=CC=CC=3)C(=O)C2=O)C=CC=CC=1. Given the product [OH:39][C:32]1([C:9]2[C:10]([OH:12])=[CH:11][C:3]3[N:2]([CH3:1])[CH2:7][CH2:6][O:5][C:4]=3[CH:8]=2)[C:33]2[C:38](=[CH:37][CH:36]=[CH:35][CH:34]=2)[N:30]([CH2:29][C@H:25]2[CH2:26][CH2:27][CH2:28][O:24]2)[C:31]1=[O:40], predict the reactants needed to synthesize it. (3) Given the product [N:1]1([S:6]([C:9]2[CH:17]=[CH:16][C:12]([C:13]([Cl:20])=[O:14])=[CH:11][CH:10]=2)(=[O:8])=[O:7])[CH2:5][CH2:4][CH2:3][CH2:2]1, predict the reactants needed to synthesize it. The reactants are: [N:1]1([S:6]([C:9]2[CH:17]=[CH:16][C:12]([C:13](O)=[O:14])=[CH:11][CH:10]=2)(=[O:8])=[O:7])[CH2:5][CH2:4][CH2:3][CH2:2]1.O=S(Cl)[Cl:20]. (4) The reactants are: [F:1][CH:2]([C:7]1[CH:12]=[CH:11][CH:10]=[CH:9][CH:8]=1)[C:3]([O:5]C)=[O:4].[OH-].[K+].Cl. Given the product [F:1][CH:2]([C:7]1[CH:12]=[CH:11][CH:10]=[CH:9][CH:8]=1)[C:3]([OH:5])=[O:4], predict the reactants needed to synthesize it. (5) The reactants are: [C:1](Cl)(=O)[CH3:2].[OH:5][C:6]1[CH:7]=[C:8]2[C:13](=[CH:14][CH:15]=1)[CH2:12][NH:11][CH:10]([C:16]([OH:18])=[O:17])[CH2:9]2. Given the product [OH:5][C:6]1[CH:7]=[C:8]2[C:13](=[CH:14][CH:15]=1)[CH2:12][NH:11][CH:10]([C:16]([O:18][CH2:1][CH3:2])=[O:17])[CH2:9]2, predict the reactants needed to synthesize it.